Dataset: Forward reaction prediction with 1.9M reactions from USPTO patents (1976-2016). Task: Predict the product of the given reaction. (1) Given the reactants C1(N)CC1.[Br:5][C:6]1[C:7]([NH:26][CH2:27][CH2:28][C:29]2[NH:30][CH:31]=[N:32][CH:33]=2)=[N:8][C:9]([NH:12][C:13]2[CH:18]=[CH:17][C:16]([NH:19][C:20]([NH:22][CH:23]3[CH2:25][CH2:24]3)=[S:21])=[CH:15][CH:14]=2)=[N:10][CH:11]=1.C(C1NC=CN=1)(C1NC=CN=1)=S.NC1C=CC(NC2N=C(NCCC3NC=NC=3)C(Br)=CN=2)=CC=1.CN(C=O)C, predict the reaction product. The product is: [Br:5][C:6]1[C:7]([NH:26][CH2:27][CH2:28][C:29]2[NH:30][CH:31]=[N:32][CH:33]=2)=[N:8][C:9]([NH:12][C:13]2[CH:14]=[CH:15][C:16]([NH:19][C:20]([NH:22][CH:23]3[CH2:24][CH2:25]3)=[S:21])=[CH:17][CH:18]=2)=[N:10][CH:11]=1. (2) The product is: [NH2:1][C:4]1[CH:9]=[CH:8][CH:7]=[C:6]([O:10][CH2:11][CH2:12][C:13]2[CH:14]=[CH:15][C:16]([C:19]#[N:20])=[CH:17][CH:18]=2)[CH:5]=1. Given the reactants [N+:1]([C:4]1[CH:9]=[CH:8][CH:7]=[C:6]([O:10][CH2:11][CH2:12][C:13]2[CH:18]=[CH:17][C:16]([C:19]#[N:20])=[CH:15][CH:14]=2)[CH:5]=1)([O-])=O.[NH4+].[Cl-], predict the reaction product. (3) Given the reactants [ClH:1].Cl.[Cl:3][C:4]1[CH:9]=[CH:8][C:7]([NH:10][C:11]([N:13]2[CH2:18][CH2:17][NH:16][CH2:15][CH:14]2[CH2:19][O:20][C:21]2[CH:22]=[N:23][CH:24]=[CH:25][CH:26]=2)=[O:12])=[CH:6][CH:5]=1.[CH:27](O)=O.[OH-].[Na+], predict the reaction product. The product is: [ClH:3].[ClH:1].[Cl:3][C:4]1[CH:9]=[CH:8][C:7]([NH:10][C:11]([N:13]2[CH2:18][CH2:17][N:16]([CH3:27])[CH2:15][CH:14]2[CH2:19][O:20][C:21]2[CH:22]=[N:23][CH:24]=[CH:25][CH:26]=2)=[O:12])=[CH:6][CH:5]=1. (4) The product is: [C:2]([O:5][C:6]([NH:8][C@@H:9]([CH2:10][CH2:11][OH:12])[C:13]([O:15][CH2:26][C:27]1[CH:32]=[CH:31][CH:30]=[CH:29][CH:28]=1)=[O:14])=[O:7])([CH3:1])([CH3:3])[CH3:4]. Given the reactants [CH3:1][C:2]([O:5][C:6]([NH:8][C@H:9]([C:13]([OH:15])=[O:14])[CH2:10][CH2:11][OH:12])=[O:7])([CH3:4])[CH3:3].C(=O)(O)[O-].[K+].CN(C)C=O.[CH2:26](Br)[C:27]1[CH:32]=[CH:31][CH:30]=[CH:29][CH:28]=1, predict the reaction product. (5) Given the reactants C1(P(C2C=CC=CC=2)C2C=CC=CC=2)C=CC=CC=1.Br[C:21](Br)([F:23])[F:22].[C:25]([O:29][C:30]([N:32]1[CH2:37][CH2:36][N:35]([C:38]2[S:39][C:40]([CH:43]=O)=[CH:41][N:42]=2)[CH2:34][CH2:33]1)=[O:31])([CH3:28])([CH3:27])[CH3:26], predict the reaction product. The product is: [C:25]([O:29][C:30]([N:32]1[CH2:37][CH2:36][N:35]([C:38]2[S:39][C:40]([CH:43]=[C:21]([F:23])[F:22])=[CH:41][N:42]=2)[CH2:34][CH2:33]1)=[O:31])([CH3:28])([CH3:27])[CH3:26]. (6) Given the reactants FC(F)(F)C([O-])=O.[CH2:8]([NH+:15]1[CH2:20][CH:19]=[C:18]([C:21]2[CH:26]=[CH:25][C:24](Br)=[CH:23][CH:22]=2)[C:17]([CH3:29])([CH3:28])[CH2:16]1)[C:9]1[CH:14]=[CH:13][CH:12]=[CH:11][CH:10]=1.[NH:30]1[CH:34]=[CH:33][N:32]=[CH:31]1.C([O-])([O-])=O.[Cs+].[Cs+].CN[C@@H]1CCCC[C@H]1NC, predict the reaction product. The product is: [CH2:8]([N:15]1[CH2:20][CH:19]=[C:18]([C:21]2[CH:26]=[CH:25][C:24]([N:30]3[CH:34]=[CH:33][N:32]=[CH:31]3)=[CH:23][CH:22]=2)[C:17]([CH3:29])([CH3:28])[CH2:16]1)[C:9]1[CH:14]=[CH:13][CH:12]=[CH:11][CH:10]=1. (7) Given the reactants [Cl:1][C:2]1[CH:7]=[CH:6][CH:5]=[CH:4][C:3]=1[SH:8].[H-].[Na+].[Br:11][CH2:12][CH2:13][CH2:14]Br, predict the reaction product. The product is: [Cl:1][C:2]1[CH:7]=[CH:6][CH:5]=[CH:4][C:3]=1[S:8][CH2:14][CH2:13][CH2:12][Br:11]. (8) The product is: [CH3:1][N:2]1[CH2:7][CH2:6][CH:5]([C:8]2[CH:13]=[CH:12][C:11]([N:14]3[CH2:18][C@H:17]([CH2:19][NH:20][C:21](=[O:23])[CH3:22])[O:16][C:15]3=[O:24])=[CH:10][CH:9]=2)[CH2:4][C:3]1=[O:25]. Given the reactants [CH3:1][N:2]1[CH:7]=[CH:6][C:5]([C:8]2[CH:13]=[CH:12][C:11]([N:14]3[CH2:18][C@H:17]([CH2:19][NH:20][C:21](=[O:23])[CH3:22])[O:16][C:15]3=[O:24])=[CH:10][CH:9]=2)=[CH:4][C:3]1=[O:25], predict the reaction product. (9) Given the reactants F[C:2]1[CH:16]=[CH:15][C:5]2[C:6](=[O:14])[NH:7][C:8]3[C:13]([C:4]=2[CH:3]=1)=[CH:12][CH:11]=[CH:10][N:9]=3.CO[C:19]1[CH:20]=[C:21]([OH:25])[CH:22]=[CH:23][CH:24]=1.C(=O)([O-])[O-].[K+].[K+].[CH3:32][N:33](C=O)C, predict the reaction product. The product is: [O:14]=[C:6]1[C:5]2[CH:15]=[CH:16][C:2]([O:25][C:21]3[CH:22]=[CH:23][C:24]([C:32]#[N:33])=[CH:19][CH:20]=3)=[CH:3][C:4]=2[C:13]2[C:8](=[N:9][CH:10]=[CH:11][CH:12]=2)[NH:7]1.